Dataset: Peptide-MHC class I binding affinity with 185,985 pairs from IEDB/IMGT. Task: Regression. Given a peptide amino acid sequence and an MHC pseudo amino acid sequence, predict their binding affinity value. This is MHC class I binding data. (1) The peptide sequence is NPNCLEWLRA. The MHC is HLA-B35:01 with pseudo-sequence HLA-B35:01. The binding affinity (normalized) is 0.348. (2) The peptide sequence is ILISLINSL. The MHC is HLA-A02:01 with pseudo-sequence HLA-A02:01. The binding affinity (normalized) is 0.690. (3) The peptide sequence is RQGLERALL. The MHC is HLA-A01:01 with pseudo-sequence HLA-A01:01. The binding affinity (normalized) is 0. (4) The peptide sequence is WHTTKGAAL. The MHC is HLA-B15:01 with pseudo-sequence HLA-B15:01. The binding affinity (normalized) is 0.0847. (5) The peptide sequence is VTLNISSKF. The MHC is HLA-A32:01 with pseudo-sequence HLA-A32:01. The binding affinity (normalized) is 0.781.